Task: Predict which catalyst facilitates the given reaction.. Dataset: Catalyst prediction with 721,799 reactions and 888 catalyst types from USPTO (1) Reactant: Cl[C:2]1[N:7]=[C:6]([O:8][CH3:9])[N:5]=[C:4]([NH:10][CH2:11][CH2:12][C:13]2[CH:18]=[CH:17][C:16]([O:19][CH3:20])=[CH:15][CH:14]=2)[CH:3]=1.[CH3:21][O:22][C:23]1[CH:28]=[CH:27][C:26](B(O)O)=[CH:25][N:24]=1.C([O-])([O-])=O.[Cs+].[Cs+]. Product: [CH3:9][O:8][C:6]1[N:5]=[C:4]([NH:10][CH2:11][CH2:12][C:13]2[CH:18]=[CH:17][C:16]([O:19][CH3:20])=[CH:15][CH:14]=2)[CH:3]=[C:2]([C:26]2[CH:25]=[N:24][C:23]([O:22][CH3:21])=[CH:28][CH:27]=2)[N:7]=1. The catalyst class is: 108. (2) Reactant: [Cl:1][C:2]1[N:10]=[C:9]([C:11]([F:14])([F:13])[F:12])[N:8]=[C:7]2[C:3]=1[N:4]=[CH:5][N:6]2[CH2:15][CH3:16].[Li+].CC([N-]C(C)C)C.CON(C)[C:28](=[O:30])[CH3:29]. Product: [Cl:1][C:2]1[N:10]=[C:9]([C:11]([F:13])([F:14])[F:12])[N:8]=[C:7]2[C:3]=1[N:4]=[C:5]([C:28](=[O:30])[CH3:29])[N:6]2[CH2:15][CH3:16]. The catalyst class is: 1. (3) Reactant: [CH3:1][Si:2]([CH3:31])([CH3:30])[CH2:3][CH2:4][O:5][CH2:6][N:7]1[C:11]2[N:12]=[CH:13][N:14]=[C:15]([C:16]3[CH:17]=[N:18][N:19]([CH:21]([CH2:26][C:27]([NH2:29])=O)[CH2:22][C:23]([NH2:25])=O)[CH:20]=3)[C:10]=2[CH:9]=[CH:8]1.CN(C=O)C.ClC(Cl)(Cl)C(Cl)=O.CCCCCC. Product: [CH3:31][Si:2]([CH3:1])([CH3:30])[CH2:3][CH2:4][O:5][CH2:6][N:7]1[C:11]2[N:12]=[CH:13][N:14]=[C:15]([C:16]3[CH:17]=[N:18][N:19]([CH:21]([CH2:26][C:27]#[N:29])[CH2:22][C:23]#[N:25])[CH:20]=3)[C:10]=2[CH:9]=[CH:8]1. The catalyst class is: 2. (4) Reactant: [CH3:1][C@@H:2]1[N:7]([C:8]([O:10][CH2:11][C:12]2[CH:17]=[CH:16][CH:15]=[CH:14][CH:13]=2)=[O:9])[CH2:6][CH2:5][N:4]([CH2:18][C:19]2[CH:24]=[CH:23][C:22]([CH:25](C(OCC)=O)[C:26]([O:28]CC)=[O:27])=[CH:21][CH:20]=2)[CH2:3]1.[OH-].[Na+]. Product: [CH3:1][C@@H:2]1[N:7]([C:8]([O:10][CH2:11][C:12]2[CH:13]=[CH:14][CH:15]=[CH:16][CH:17]=2)=[O:9])[CH2:6][CH2:5][N:4]([CH2:18][C:19]2[CH:20]=[CH:21][C:22]([CH2:25][C:26]([OH:28])=[O:27])=[CH:23][CH:24]=2)[CH2:3]1. The catalyst class is: 12. (5) Reactant: [Si:1]([O:8][CH2:9][CH2:10][OH:11])([C:4]([CH3:7])([CH3:6])[CH3:5])([CH3:3])[CH3:2].CC1(C)N(O)C(C)(C)CC(O)C1. Product: [Si:1]([O:8][CH2:9][CH:10]=[O:11])([C:4]([CH3:7])([CH3:6])[CH3:5])([CH3:3])[CH3:2]. The catalyst class is: 13. (6) Reactant: S(=O)(=O)(O)O.[NH2:6][C:7]1[N:15]=[C:14]([Cl:16])[CH:13]=[CH:12][C:8]=1[C:9]([OH:11])=[O:10].[C:17](=O)(O)[O-].[Na+]. Product: [CH3:17][O:10][C:9](=[O:11])[C:8]1[CH:12]=[CH:13][C:14]([Cl:16])=[N:15][C:7]=1[NH2:6]. The catalyst class is: 5. (7) Reactant: [N:1]1([C:7]2[N:8]=[C:9]([CH2:14][C:15]([O-:17])=O)[NH:10][C:11](=[O:13])[CH:12]=2)[CH2:6][CH2:5][O:4][CH2:3][CH2:2]1.[Na+].[F:19][C:20]1[CH:28]=[C:27]([F:29])[CH:26]=[C:25]2[C:21]=1[CH2:22][CH2:23][NH:24]2.Cl.CN(C)CCCN=C=NCC. Product: [F:19][C:20]1[CH:28]=[C:27]([F:29])[CH:26]=[C:25]2[C:21]=1[CH2:22][CH2:23][N:24]2[C:15](=[O:17])[CH2:14][C:9]1[NH:10][C:11](=[O:13])[CH:12]=[C:7]([N:1]2[CH2:2][CH2:3][O:4][CH2:5][CH2:6]2)[N:8]=1. The catalyst class is: 672. (8) Reactant: [H-].[Na+].[Cl:3][C:4]1[CH:9]=[C:8]([O:10][CH3:11])[CH:7]=[CH:6][C:5]=1[CH2:12][C:13]#[N:14].Br[CH2:16][CH2:17]Br.O. Product: [Cl:3][C:4]1[CH:9]=[C:8]([O:10][CH3:11])[CH:7]=[CH:6][C:5]=1[C:12]1([C:13]#[N:14])[CH2:17][CH2:16]1. The catalyst class is: 9. (9) Reactant: CN(C(ON1N=NC2C=CC=NC1=2)=[N+](C)C)C.F[P-](F)(F)(F)(F)F.[C:25]([O:29][C:30]([NH:32][C:33]1[CH:41]=[C:40]([O:42][CH3:43])[C:36]([C:37]([OH:39])=O)=[C:35]([O:44][CH3:45])[CH:34]=1)=[O:31])([CH3:28])([CH3:27])[CH3:26].[NH2:46][CH2:47][CH2:48][O:49][CH2:50][CH2:51][O:52][CH2:53][CH2:54][OH:55].CCN(C(C)C)C(C)C. Product: [OH:55][CH2:54][CH2:53][O:52][CH2:51][CH2:50][O:49][CH2:48][CH2:47][NH:46][C:37]([C:36]1[C:35]([O:44][CH3:45])=[CH:34][C:33]([NH:32][C:30](=[O:31])[O:29][C:25]([CH3:26])([CH3:27])[CH3:28])=[CH:41][C:40]=1[O:42][CH3:43])=[O:39]. The catalyst class is: 59. (10) Reactant: [CH3:1][N:2]1[C:6]([N:7]2[CH2:11][CH2:10][CH2:9][CH2:8]2)=[N:5][C:4]([C:12]#[C:13][Si](C)(C)C)=[N:3]1.[F-].C([N+](CCCC)(CCCC)CCCC)CCC. Product: [C:12]([C:4]1[N:5]=[C:6]([N:7]2[CH2:8][CH2:9][CH2:10][CH2:11]2)[N:2]([CH3:1])[N:3]=1)#[CH:13]. The catalyst class is: 1.